Dataset: Reaction yield outcomes from USPTO patents with 853,638 reactions. Task: Predict the reaction yield, written as a fraction of the theoretical maximum amount of product (1.0 means a 100% yield; for example, 0.34 means a 34% yield). (1) The reactants are [CH2:1]([N:8]([CH2:20][C:21]1[CH:26]=[CH:25][CH:24]=[CH:23][CH:22]=1)[CH:9]1[CH2:13][CH:12]([C:14]([O:16]CC)=[O:15])[CH:11]([CH3:19])[CH2:10]1)[C:2]1[CH:7]=[CH:6][CH:5]=[CH:4][CH:3]=1. The catalyst is Cl.O1CCOCC1. The product is [CH2:20]([N:8]([CH2:1][C:2]1[CH:7]=[CH:6][CH:5]=[CH:4][CH:3]=1)[CH:9]1[CH2:13][CH:12]([C:14]([OH:16])=[O:15])[CH:11]([CH3:19])[CH2:10]1)[C:21]1[CH:22]=[CH:23][CH:24]=[CH:25][CH:26]=1. The yield is 0.980. (2) The reactants are OS(O)(=O)=O.[NH2:6][C:7]1[N:15]=[CH:14][CH:13]=[CH:12][C:8]=1[C:9]([OH:11])=[O:10].[CH3:16]O. The product is [NH2:6][C:7]1[N:15]=[CH:14][CH:13]=[CH:12][C:8]=1[C:9]([O:11][CH3:16])=[O:10]. The yield is 0.710. No catalyst specified. (3) The reactants are Cl[CH2:2][CH2:3][CH2:4][CH2:5][O:6][C:7]1[CH:16]=[C:15]2[C:10]([C:11]([O:17][C:18]3[CH:23]=[CH:22][C:21]([CH3:24])=[CH:20][C:19]=3[C:25]([C:27]3[CH:32]=[CH:31][CH:30]=[CH:29][CH:28]=3)=[O:26])=[CH:12][CH:13]=[N:14]2)=[CH:9][C:8]=1[O:33][CH3:34].[N:44]1([CH:41]2[CH2:46][CH2:45][NH:44][CH2:43][CH2:42]2)[CH2:45][CH2:46][CH2:41][CH2:42][CH2:43]1.C(=O)([O-])[O-].[K+].[K+].O. The catalyst is CN(C)C=O. The product is [CH3:24][C:21]1[CH:22]=[CH:23][C:18]([O:17][C:11]2[C:10]3[C:15](=[CH:16][C:7]([O:6][CH2:5][CH2:4][CH2:3][CH2:2][N:14]4[CH2:15][CH2:10][CH2:11][CH2:12][CH:13]4[CH:41]4[CH2:42][CH2:43][NH:44][CH2:45][CH2:46]4)=[C:8]([O:33][CH3:34])[CH:9]=3)[N:14]=[CH:13][CH:12]=2)=[C:19]([C:25]([C:27]2[CH:28]=[CH:29][CH:30]=[CH:31][CH:32]=2)=[O:26])[CH:20]=1. The yield is 0.430.